Dataset: Forward reaction prediction with 1.9M reactions from USPTO patents (1976-2016). Task: Predict the product of the given reaction. Given the reactants Br[C:2]1[CH:20]=[CH:19][C:5]([C:6]([NH:8][C:9]2[CH:14]=[C:13]([C:15]([F:18])([F:17])[F:16])[CH:12]=[CH:11][N:10]=2)=[O:7])=[C:4]([CH3:21])[CH:3]=1.[CH3:22][C:23]1([CH3:39])[C:27]([CH3:29])([CH3:28])[O:26][B:25]([B:25]2[O:26][C:27]([CH3:29])([CH3:28])[C:23]([CH3:39])([CH3:22])[O:24]2)[O:24]1.CC([O-])=O.[K+], predict the reaction product. The product is: [CH3:21][C:4]1[CH:3]=[C:2]([B:25]2[O:26][C:27]([CH3:29])([CH3:28])[C:23]([CH3:39])([CH3:22])[O:24]2)[CH:20]=[CH:19][C:5]=1[C:6]([NH:8][C:9]1[CH:14]=[C:13]([C:15]([F:18])([F:17])[F:16])[CH:12]=[CH:11][N:10]=1)=[O:7].